Dataset: Full USPTO retrosynthesis dataset with 1.9M reactions from patents (1976-2016). Task: Predict the reactants needed to synthesize the given product. The reactants are: [F:1][C:2]1[CH:3]=[C:4]([C:8]2[S:9][C:10]([N:14]([CH3:23])[C:15]([CH:17]3[CH2:22][CH2:21][CH2:20][NH:19][CH2:18]3)=[O:16])=[C:11]([CH3:13])[N:12]=2)[CH:5]=[N:6][CH:7]=1.C(=O)([O-])[O-].[K+].[K+].[CH3:30][CH:31]([CH2:35][CH2:36][CH3:37])[C:32](Cl)=[O:33]. Given the product [F:1][C:2]1[CH:3]=[C:4]([C:8]2[S:9][C:10]([N:14]([CH3:23])[C:15]([CH:17]3[CH2:22][CH2:21][CH2:20][N:19]([C:32](=[O:33])[CH:31]([CH3:30])[CH2:35][CH2:36][CH3:37])[CH2:18]3)=[O:16])=[C:11]([CH3:13])[N:12]=2)[CH:5]=[N:6][CH:7]=1, predict the reactants needed to synthesize it.